This data is from Forward reaction prediction with 1.9M reactions from USPTO patents (1976-2016). The task is: Predict the product of the given reaction. (1) Given the reactants [CH3:1][O:2][C:3]1[CH:10]=[CH:9][CH:8]=[C:7]([O:11][CH3:12])[C:4]=1[CH:5]=[O:6].O[C@@H:14]([CH3:18])[C:15]([NH2:17])=[O:16], predict the reaction product. The product is: [CH3:12][O:11][C:7]1[CH:8]=[CH:9][CH:10]=[C:3]([O:2][CH3:1])[C:4]=1[C@H:5]1[NH:17][C:15](=[O:16])[CH:14]([CH3:18])[O:6]1. (2) Given the reactants Br[C:2]1[CH:14]=[CH:13][C:5]2[N:6]=[C:7]([NH:9][C:10](=[O:12])[CH3:11])[S:8][C:4]=2[CH:3]=1.CC([O-])=O.[K+].Cl[C:21]1[CH:22]=[CH:23][C:24]2[C:30](=[O:31])[NH:29][CH2:28][C:27](=[O:32])[NH:26][C:25]=2[CH:33]=1.C([O-])([O-])=O.[K+].[K+], predict the reaction product. The product is: [O:32]=[C:27]1[NH:26][C:25]2[CH:33]=[C:21]([C:2]3[CH:14]=[CH:13][C:5]4[N:6]=[C:7]([NH:9][C:10](=[O:12])[CH3:11])[S:8][C:4]=4[CH:3]=3)[CH:22]=[CH:23][C:24]=2[C:30](=[O:31])[NH:29][CH2:28]1. (3) The product is: [Cl:1][C:2]1[C:14]([Cl:15])=[C:13]([CH2:16][CH2:17][C:18](=[N:36][OH:37])[C:19]2[S:20][C:21]([C:24]3[CH:29]=[CH:28][C:27]([C:30]([F:33])([F:32])[F:31])=[CH:26][CH:25]=3)=[CH:22][CH:23]=2)[CH:12]=[CH:11][C:3]=1[O:4][C:5]([CH3:10])([CH3:9])[C:6]([OH:8])=[O:7]. Given the reactants [Cl:1][C:2]1[C:14]([Cl:15])=[C:13]([CH2:16][CH2:17][C:18](=O)[C:19]2[S:20][C:21]([C:24]3[CH:29]=[CH:28][C:27]([C:30]([F:33])([F:32])[F:31])=[CH:26][CH:25]=3)=[CH:22][CH:23]=2)[CH:12]=[CH:11][C:3]=1[O:4][C:5]([CH3:10])([CH3:9])[C:6]([OH:8])=[O:7].Cl.[NH2:36][OH:37], predict the reaction product. (4) Given the reactants [Br:1][C:2]1[CH:7]=[CH:6][N:5]=[C:4](/[CH:8]=[N:9]/[CH:10]2[CH2:14][CH2:13][N:12]([CH3:15])[C:11]2=[O:16])[CH:3]=1.[CH:17]([S:19]([C:22]1[CH:27]=[CH:26][CH:25]=[CH:24][CH:23]=1)(=[O:21])=[O:20])=[CH2:18], predict the reaction product. The product is: [C:22]1([S:19]([CH:17]2[CH2:18][C:10]3([CH2:14][CH2:13][N:12]([CH3:15])[C:11]3=[O:16])[NH:9][CH:8]2[C:4]2[CH:3]=[C:2]([Br:1])[CH:7]=[CH:6][N:5]=2)(=[O:21])=[O:20])[CH:27]=[CH:26][CH:25]=[CH:24][CH:23]=1. (5) Given the reactants [O:1]1[CH:5]=[CH:4][CH:3]=[C:2]1[CH2:6][O:7][C:8]1[CH:9]=[C:10]([CH:12]=[CH:13][CH:14]=1)[NH2:11].[Cl:15][C:16]1[CH:21]=[CH:20][C:19]([NH:22][C:23](=[O:30])[CH2:24][O:25][CH2:26][C:27](O)=[O:28])=[C:18]([C:31]([O:33]C)=[O:32])[CH:17]=1, predict the reaction product. The product is: [Cl:15][C:16]1[CH:21]=[CH:20][C:19]([NH:22][C:23](=[O:30])[CH2:24][O:25][CH2:26][C:27]([NH:11][C:10]2[CH:12]=[CH:13][CH:14]=[C:8]([O:7][CH2:6][C:2]3[O:1][CH:5]=[CH:4][CH:3]=3)[CH:9]=2)=[O:28])=[C:18]([CH:17]=1)[C:31]([OH:33])=[O:32]. (6) Given the reactants [CH:1]1[C:6](C2C=C[C:10]3[C:13]([O:15][C:16](=[O:17])[C:9]=3C=2)=[O:14])=C[C:4]2C(O[C:21](=O)[C:3]=2[CH:2]=1)=O.C1C2C(OC(=O)C=2C=C2C(OC(=O)C=12)=O)=O.CC([N:42](C)C)=O, predict the reaction product. The product is: [C:13]([O:15][C:16](=[O:17])[CH3:9])(=[O:14])[CH3:10].[N:42]1[CH:6]=[CH:1][CH:2]=[C:3]([CH3:21])[CH:4]=1. (7) Given the reactants [CH3:1][C:2]1[CH:11]=[CH:10][C:9]2[C:4](=[CH:5][CH:6]=[CH:7][C:8]=2[O:12][CH2:13][CH2:14][N:15]2[CH2:20][CH2:19][NH:18][CH2:17][CH2:16]2)[N:3]=1.C(O[BH-](O[C:31](=O)[CH3:32])OC(=O)C)(=O)C.[Na+].C([O-])(O)=O.[Na+].Cl[CH2:41][CH2:42]Cl, predict the reaction product. The product is: [CH3:1][C:2]1[CH:11]=[CH:10][C:9]2[C:4](=[CH:5][CH:6]=[CH:7][C:8]=2[O:12][CH2:13][CH2:14][N:15]2[CH2:20][CH2:19][N:18]([CH2:11][C:2]3[CH:1]=[C:42]4[C:41](=[CH:31][CH:32]=3)[N:18]=[CH:17][CH:16]=[N:15]4)[CH2:17][CH2:16]2)[N:3]=1. (8) Given the reactants Cl(O)(=O)(=O)=O.[O:6]1[C:11]2[CH:12]=[CH:13][C:14]([C:16]3[N:17]=[C:18]([CH3:28])[S:19][C:20]=3[CH:21]([OH:27])[C:22]([O:24][CH2:25][CH3:26])=[O:23])=[CH:15][C:10]=2[CH2:9][CH2:8][CH2:7]1, predict the reaction product. The product is: [C:10]([O:27][CH:21]([C:20]1[S:19][C:18]([CH3:28])=[N:17][C:16]=1[C:14]1[CH:13]=[CH:12][C:11]2[O:6][CH2:7][CH2:8][CH2:9][C:10]=2[CH:15]=1)[C:22]([O:24][CH2:25][CH3:26])=[O:23])([CH3:15])([CH3:11])[CH3:9]. (9) Given the reactants C([N-][CH:5]([CH3:7])C)(C)C.[Li+].[C:9]([O:14][CH2:15][CH3:16])(=[O:13])[CH2:10][CH2:11][CH3:12].[C:17]([OH:20])(=[O:19])[CH3:18].[OH2:21], predict the reaction product. The product is: [CH2:11]([CH:10]([C:18](=[O:21])[C:17]([O:20][CH2:5][CH3:7])=[O:19])[C:9]([O:14][CH2:15][CH3:16])=[O:13])[CH3:12]. (10) Given the reactants C1O[C:4]2([CH:11]3[CH2:12][C:7]4([S:14]([NH2:17])(=[O:16])=[O:15])[CH2:8][CH:9]([CH2:13][CH:5]2[CH2:6]4)[CH2:10]3)[O:3]C1.Cl, predict the reaction product. The product is: [NH2:17][S:14]([C:7]12[CH2:12][CH:11]3[CH2:10][CH:9]([CH2:13][CH:5]([C:4]3=[O:3])[CH2:6]1)[CH2:8]2)(=[O:15])=[O:16].